Predict the product of the given reaction. From a dataset of Forward reaction prediction with 1.9M reactions from USPTO patents (1976-2016). (1) Given the reactants [CH:1]1([C:6]([N:8]2[CH2:13][CH2:12][N:11]([CH2:14][C:15]3[C:16]([CH3:30])=[C:17]([NH:22][C:23]([C@H:25]4[CH2:29][CH2:28][CH2:27][NH:26]4)=[O:24])[CH:18]=[C:19]([F:21])[CH:20]=3)[CH2:10][C@@H:9]2[CH3:31])=[O:7])[CH2:5][CH2:4][CH2:3][CH2:2]1.C=O.[CH3:34]C(O)=O.C(O[BH-](OC(=O)C)OC(=O)C)(=O)C.[Na+], predict the reaction product. The product is: [CH:1]1([C:6]([N:8]2[CH2:13][CH2:12][N:11]([CH2:14][C:15]3[C:16]([CH3:30])=[C:17]([NH:22][C:23]([C@H:25]4[CH2:29][CH2:28][CH2:27][N:26]4[CH3:34])=[O:24])[CH:18]=[C:19]([F:21])[CH:20]=3)[CH2:10][C@@H:9]2[CH3:31])=[O:7])[CH2:5][CH2:4][CH2:3][CH2:2]1. (2) Given the reactants [F:1][C:2]1[C:3]([CH2:26][N:27]([CH3:35])[C:28](=[O:34])[O:29][C:30]([CH3:33])([CH3:32])[CH3:31])=[CH:4][N:5](S(C2C=CC=CC=2)(=O)=O)[C:6]=1[C:7]1[C:8]([C:13]([F:16])([F:15])[F:14])=[N:9][CH:10]=[CH:11][CH:12]=1.[OH-].[Na+], predict the reaction product. The product is: [F:1][C:2]1[C:3]([CH2:26][N:27]([CH3:35])[C:28](=[O:34])[O:29][C:30]([CH3:31])([CH3:32])[CH3:33])=[CH:4][NH:5][C:6]=1[C:7]1[C:8]([C:13]([F:15])([F:16])[F:14])=[N:9][CH:10]=[CH:11][CH:12]=1. (3) Given the reactants [NH2:1][CH2:2][CH2:3][N:4]([CH2:23][C:24]1[CH:29]=[CH:28][CH:27]=[CH:26][CH:25]=1)[C:5]1[CH:10]=[CH:9][C:8]([C@H:11]2[CH2:15][CH2:14][CH2:13][C@H:12]2[NH:16][S:17]([CH:20]([CH3:22])[CH3:21])(=[O:19])=[O:18])=[CH:7][CH:6]=1.C1CCN2C(=NCCC2)CC1.[CH:41]([S:44](Cl)(=[O:46])=[O:45])([CH3:43])[CH3:42], predict the reaction product. The product is: [CH3:42][CH:41]([S:44]([NH:1][CH2:2][CH2:3][N:4]([C:5]1[CH:10]=[CH:9][C:8]([C@@H:11]2[CH2:15][CH2:14][CH2:13][C@@H:12]2[NH:16][S:17]([CH:20]([CH3:22])[CH3:21])(=[O:19])=[O:18])=[CH:7][CH:6]=1)[CH2:23][C:24]1[CH:25]=[CH:26][CH:27]=[CH:28][CH:29]=1)(=[O:46])=[O:45])[CH3:43]. (4) Given the reactants [H-].[Na+].[F:3][C:4]1[CH:5]=[C:6]([C:10]([N:12]2[CH2:17][CH2:16][CH:15]([OH:18])[CH2:14][CH2:13]2)=[O:11])[CH:7]=[CH:8][CH:9]=1.Cl[C:20]1[N:25]=[CH:24][N:23]=[C:22]2[N:26]([C:29]3[CH:34]=[CH:33][C:32]([S:35]([CH3:38])(=[O:37])=[O:36])=[CH:31][CH:30]=3)[N:27]=[CH:28][C:21]=12, predict the reaction product. The product is: [F:3][C:4]1[CH:5]=[C:6]([C:10]([N:12]2[CH2:13][CH2:14][CH:15]([O:18][C:20]3[N:25]=[CH:24][N:23]=[C:22]4[N:26]([C:29]5[CH:30]=[CH:31][C:32]([S:35]([CH3:38])(=[O:36])=[O:37])=[CH:33][CH:34]=5)[N:27]=[CH:28][C:21]=34)[CH2:16][CH2:17]2)=[O:11])[CH:7]=[CH:8][CH:9]=1. (5) Given the reactants [Cl:1][C:2]1[N:3]=[CH:4][C:5]2[CH:10]=[CH:9][NH:8][C:6]=2[N:7]=1.BrC1C=CC([CH2:18][S:19](CC2C=CC(Br)=CC=2)(=[O:21])=[O:20])=CC=1.[O-]P([O-])([O-])=O.[K+].[K+].[K+].N[C@@H:39]1[CH2:44][CH2:43][CH2:42][CH2:41][C@H:40]1N, predict the reaction product. The product is: [Cl:1][C:2]1[N:3]=[CH:4][C:5]2[CH:10]=[CH:9][N:8]([C:43]3[CH:42]=[CH:41][C:40]([S:19]([CH3:18])(=[O:21])=[O:20])=[CH:39][CH:44]=3)[C:6]=2[N:7]=1. (6) The product is: [CH3:13][O:12][C:9]1[CH:10]=[C:11]2[C:6](=[CH:7][C:8]=1[O:14][CH3:15])[N:5]=[CH:4][C:3]([C:16]([NH2:18])=[O:17])=[C:2]2[NH:24][C:23]1[CH:25]=[CH:26][CH:27]=[C:21]([O:20][CH3:19])[C:22]=1[CH3:28]. Given the reactants Cl[C:2]1[C:11]2[C:6](=[CH:7][C:8]([O:14][CH3:15])=[C:9]([O:12][CH3:13])[CH:10]=2)[N:5]=[CH:4][C:3]=1[C:16]([NH2:18])=[O:17].[CH3:19][O:20][C:21]1[C:22]([CH3:28])=[C:23]([CH:25]=[CH:26][CH:27]=1)[NH2:24].C(O)(=O)C.C([O-])(O)=O.[Na+], predict the reaction product. (7) Given the reactants [C:1]([C:3]1([NH:6][C:7]([C@@H:9]2[CH2:13][C@@H:12]([S:14]([C:17]3[CH:22]=[CH:21][CH:20]=[C:19]([C:23]([F:26])([F:25])[F:24])[CH:18]=3)(=[O:16])=[O:15])[CH2:11][NH:10]2)=[O:8])[CH2:5][CH2:4]1)#[N:2].Cl.[N:28]1([C:34]2([C:37](O)=[O:38])[CH2:36][CH2:35]2)[CH2:33][CH2:32][CH2:31][CH2:30][CH2:29]1, predict the reaction product. The product is: [C:1]([C:3]1([NH:6][C:7]([C@@H:9]2[CH2:13][C@@H:12]([S:14]([C:17]3[CH:22]=[CH:21][CH:20]=[C:19]([C:23]([F:26])([F:24])[F:25])[CH:18]=3)(=[O:16])=[O:15])[CH2:11][N:10]2[C:37]([C:34]2([N:28]3[CH2:33][CH2:32][CH2:31][CH2:30][CH2:29]3)[CH2:35][CH2:36]2)=[O:38])=[O:8])[CH2:4][CH2:5]1)#[N:2]. (8) Given the reactants [Cl:1][O-].[Ca+2].Cl[O-].CC(OCC1C2C(=CC=CC=2)C(COC(C)=O)=C2C=1C=CC=C2)=O.[F:30][C:31]([F:45])([F:44])[O:32][C:33]1[CH:34]=[CH:35][CH:36]=[C:37]2[C:42]=1[O:41][CH2:40][CH2:39][C:38]2=[O:43], predict the reaction product. The product is: [Cl:1][C:35]1[CH:36]=[C:37]2[C:42](=[C:33]([O:32][C:31]([F:30])([F:44])[F:45])[CH:34]=1)[O:41][CH2:40][CH2:39][C:38]2=[O:43]. (9) Given the reactants [Cl:1][C:2]1[CH:3]=[C:4]([F:30])[C:5]([C:24]2[N:28]=[C:27]([CH3:29])[O:26][N:25]=2)=[C:6]([C:8]2[CH:23]=[CH:22][C:11]3[CH:12]([NH:15][C:16]([C:18]4([NH2:21])[CH2:20][CH2:19]4)=[O:17])[CH2:13][O:14][C:10]=3[CH:9]=2)[CH:7]=1.[CH3:31][O:32][C:33]1[N:38]=[CH:37][C:36]([C:39](O)=[O:40])=[CH:35][N:34]=1, predict the reaction product. The product is: [Cl:1][C:2]1[CH:3]=[C:4]([F:30])[C:5]([C:24]2[N:28]=[C:27]([CH3:29])[O:26][N:25]=2)=[C:6]([C:8]2[CH:23]=[CH:22][C:11]3[CH:12]([NH:15][C:16]([C:18]4([NH:21][C:39]([C:36]5[CH:35]=[N:34][C:33]([O:32][CH3:31])=[N:38][CH:37]=5)=[O:40])[CH2:20][CH2:19]4)=[O:17])[CH2:13][O:14][C:10]=3[CH:9]=2)[CH:7]=1. (10) Given the reactants [F:1][C:2]1[CH:7]=[CH:6][C:5]([C:8]2[NH:9][C:10](=[S:20])[NH:11][C:12]=2[C:13]2[CH:18]=[CH:17][N:16]=[C:15]([F:19])[CH:14]=2)=[CH:4][CH:3]=1.Br[CH2:22][CH2:23][OH:24].[O-]CC.[Na+], predict the reaction product. The product is: [F:1][C:2]1[CH:3]=[CH:4][C:5]([C:8]2[N:9]=[C:10]([S:20][CH2:22][CH2:23][OH:24])[NH:11][C:12]=2[C:13]2[CH:18]=[CH:17][N:16]=[C:15]([F:19])[CH:14]=2)=[CH:6][CH:7]=1.